From a dataset of Forward reaction prediction with 1.9M reactions from USPTO patents (1976-2016). Predict the product of the given reaction. Given the reactants OC(C(F)(F)F)=O.[CH2:8]([O:10][C:11]1[CH:39]=[CH:38][C:14]([CH2:15][N:16]2[C:24]3[CH:23]=[CH:22][C:21]([C:25]([N:27]4[CH2:32][CH2:31][CH:30]([CH3:33])[CH2:29][CH2:28]4)=[O:26])=[CH:20][C:19]=3[C:18]3[CH2:34][NH:35][CH2:36][CH2:37][C:17]2=3)=[CH:13][CH:12]=1)[CH3:9].[CH:40]1([C:44](Cl)=[O:45])[CH2:43][CH2:42][CH2:41]1, predict the reaction product. The product is: [CH:40]1([C:44]([N:35]2[CH2:36][CH2:37][C:17]3[N:16]([CH2:15][C:14]4[CH:13]=[CH:12][C:11]([O:10][CH2:8][CH3:9])=[CH:39][CH:38]=4)[C:24]4[CH:23]=[CH:22][C:21]([C:25]([N:27]5[CH2:28][CH2:29][CH:30]([CH3:33])[CH2:31][CH2:32]5)=[O:26])=[CH:20][C:19]=4[C:18]=3[CH2:34]2)=[O:45])[CH2:43][CH2:42][CH2:41]1.